From a dataset of Reaction yield outcomes from USPTO patents with 853,638 reactions. Predict the reaction yield, written as a fraction of the theoretical maximum amount of product (1.0 means a 100% yield; for example, 0.34 means a 34% yield). (1) The reactants are [Br:1][C:2]1[CH:10]=[C:9]2[C:5]([CH2:6][C:7]3([CH2:16][CH2:15][CH:14]([OH:17])[CH2:13][CH2:12]3)[C:8]2=[O:11])=[CH:4][CH:3]=1.[CH3:18]C(C)([O-])C.[K+].CI.O. The catalyst is C1COCC1. The product is [Br:1][C:2]1[CH:10]=[C:9]2[C:5]([CH2:6][C:7]3([CH2:16][CH2:15][CH:14]([O:17][CH3:18])[CH2:13][CH2:12]3)[C:8]2=[O:11])=[CH:4][CH:3]=1. The yield is 0.940. (2) The reactants are CCN(C(C)C)C(C)C.[OH:10][C:11]1[CH:16]=[CH:15][C:14]([C:17]2[O:21][N:20]=[C:19]([C:22]([OH:24])=O)[CH:18]=2)=[CH:13][CH:12]=1.C1(C2ON=C(C(O)=O)C=2)C=CC=CC=1.C(OC1C=C(C(=O)C)C=CC=1)C1C=CC=CC=1.C1C=CC2N(O)N=NC=2C=1.CCN=C=NCCCN(C)C.Cl.Cl.[NH2:79][CH2:80][C:81]([N:83]1[CH2:88][CH2:87][CH:86]([O:89][C:90]2[CH:95]=[CH:94][CH:93]=[C:92]([C:96]([F:99])([F:98])[F:97])[CH:91]=2)[CH2:85][CH2:84]1)=[O:82]. The catalyst is CN(C=O)C.O. The product is [O:82]=[C:81]([N:83]1[CH2:84][CH2:85][CH:86]([O:89][C:90]2[CH:95]=[CH:94][CH:93]=[C:92]([C:96]([F:99])([F:97])[F:98])[CH:91]=2)[CH2:87][CH2:88]1)[CH2:80][NH:79][C:22]([C:19]1[CH:18]=[C:17]([C:14]2[CH:13]=[CH:12][C:11]([OH:10])=[CH:16][CH:15]=2)[O:21][N:20]=1)=[O:24]. The yield is 0.513. (3) The reactants are [Br:1][C:2]1[CH:3]=[CH:4][C:5]([C:8]([OH:10])=O)=[N:6][CH:7]=1.CN(C(ON1N=NC2C=CC=NC1=2)=[N+](C)C)C.F[P-](F)(F)(F)(F)F.C(N(CC)CC)C.[F:42][C:43]1[CH:44]=[C:45]2[C:55](=[CH:56][CH:57]=1)[O:54][C:48]1([CH2:53][CH2:52][NH:51][CH2:50][CH2:49]1)[CH2:47][C@H:46]2[O:58][CH:59]([CH3:61])[CH3:60]. The catalyst is CN(C=O)C. The product is [Br:1][C:2]1[CH:3]=[CH:4][C:5]([C:8]([N:51]2[CH2:52][CH2:53][C:48]3([CH2:47][C@@H:46]([O:58][CH:59]([CH3:60])[CH3:61])[C:45]4[C:55](=[CH:56][CH:57]=[C:43]([F:42])[CH:44]=4)[O:54]3)[CH2:49][CH2:50]2)=[O:10])=[N:6][CH:7]=1. The yield is 0.580. (4) The reactants are [CH2:1]([O:8][C:9](=[O:34])[NH:10][CH2:11][CH:12]1[CH2:17][CH2:16][CH2:15][CH:14]([NH:18][C:19]([C:21]2[C:22]([C:27]3[C:32](F)=[CH:31][CH:30]=[CH:29][N:28]=3)=[N:23][O:24][C:25]=2[CH3:26])=[O:20])[CH2:13]1)[C:2]1[CH:7]=[CH:6][CH:5]=[CH:4][CH:3]=1.C[Si]([N-][Si](C)(C)C)(C)C.[K+]. The catalyst is CN(C)C=O. The product is [CH2:1]([O:8][C:9](=[O:34])[NH:10][CH2:11][CH:12]1[CH2:17][CH2:16][CH2:15][CH:14]([N:18]2[C:32]3[C:27](=[N:28][CH:29]=[CH:30][CH:31]=3)[C:22]3=[N:23][O:24][C:25]([CH3:26])=[C:21]3[C:19]2=[O:20])[CH2:13]1)[C:2]1[CH:7]=[CH:6][CH:5]=[CH:4][CH:3]=1. The yield is 0.530.